This data is from Reaction yield outcomes from USPTO patents with 853,638 reactions. The task is: Predict the reaction yield, written as a fraction of the theoretical maximum amount of product (1.0 means a 100% yield; for example, 0.34 means a 34% yield). (1) The product is [CH3:5][C:6]1[CH:7]=[CH:8][C:9]([CH2:12][O:13][C:14]2[CH:19]=[CH:18][CH:17]=[CH:16][CH:15]=2)=[CH:10][N:11]=1. The catalyst is CN(C)C=O. The yield is 0.660. The reactants are S(Cl)(Cl)=O.[CH3:5][C:6]1[N:11]=[CH:10][C:9]([CH2:12][OH:13])=[CH:8][CH:7]=1.[C:14]1(O)[CH:19]=[CH:18][CH:17]=[CH:16][CH:15]=1.C(=O)([O-])[O-].[K+].[K+]. (2) The reactants are [NH2:1][C:2]1[N:7]=[CH:6][C:5]([O:8][C:9]2[CH:10]=[CH:11][C:12]([CH3:25])=[C:13]([NH:15][C:16]([C:18]3[N:22]([CH3:23])[N:21]=[C:20]([CH3:24])[CH:19]=3)=[O:17])[CH:14]=2)=[CH:4][CH:3]=1.[C:26]1([CH3:36])[CH:31]=[CH:30][C:29]([S:32](Cl)(=[O:34])=[O:33])=[CH:28][CH:27]=1. The catalyst is N1C=CC=CC=1. The product is [CH3:23][N:22]1[C:18]([C:16]([NH:15][C:13]2[CH:14]=[C:9]([O:8][C:5]3[CH:6]=[N:7][C:2]([NH:1][S:32]([C:29]4[CH:30]=[CH:31][C:26]([CH3:36])=[CH:27][CH:28]=4)(=[O:34])=[O:33])=[CH:3][CH:4]=3)[CH:10]=[CH:11][C:12]=2[CH3:25])=[O:17])=[CH:19][C:20]([CH3:24])=[N:21]1. The yield is 0.770. (3) The reactants are CN(CCN(C)C)C.C([Li])CCC.[CH2:14]([O:16][C:17]1[CH:22]=[CH:21][CH:20]=[CH:19][CH:18]=1)[CH3:15].[S:23](=[O:25])=[O:24].S(Cl)([Cl:28])=O. The catalyst is O.C(OCC)C. The product is [CH2:14]([O:16][C:17]1[CH:22]=[CH:21][CH:20]=[CH:19][C:18]=1[S:23]([Cl:28])(=[O:25])=[O:24])[CH3:15]. The yield is 0.420. (4) The reactants are [S:1]1[CH:5]=[CH:4][CH:3]=[C:2]1[CH2:6][NH:7][C:8]([C:10]1[N:11]=[C:12]2[C:17]([C:18](=[NH:21])[NH:19][OH:20])=[CH:16][C:15]([C:22]3[CH:26]=[CH:25][O:24][CH:23]=3)=[CH:14][N:13]2[C:27]=1[Cl:28])=[O:9].[CH3:29]OC(OC)OC. The catalyst is B(F)(F)F.CCOCC. The product is [S:1]1[CH:5]=[CH:4][CH:3]=[C:2]1[CH2:6][NH:7][C:8]([C:10]1[N:11]=[C:12]2[C:17]([C:18]3[N:21]=[CH:29][O:20][N:19]=3)=[CH:16][C:15]([C:22]3[CH:26]=[CH:25][O:24][CH:23]=3)=[CH:14][N:13]2[C:27]=1[Cl:28])=[O:9]. The yield is 0.110. (5) The reactants are [Br:1][C:2]1[CH:10]=[CH:9][CH:8]=[C:7]2[C:3]=1[C:4]([C:19]1[CH:24]=[C:23]([F:25])[C:22]([F:26])=[CH:21][C:20]=1[OH:27])(O)[C:5](=[O:17])[N:6]2[CH2:11][C:12]([O:14][CH2:15][CH3:16])=[O:13].C([SiH](CC)CC)C.FC(F)(F)C(O)=O. The catalyst is C(OCC)(=O)C. The product is [Br:1][C:2]1[CH:10]=[CH:9][CH:8]=[C:7]2[C:3]=1[CH:4]([C:19]1[CH:24]=[C:23]([F:25])[C:22]([F:26])=[CH:21][C:20]=1[OH:27])[C:5](=[O:17])[N:6]2[CH2:11][C:12]([O:14][CH2:15][CH3:16])=[O:13]. The yield is 0.430. (6) The reactants are [O:1]1[C:5]2[CH:6]=[CH:7][C:8]([CH2:10][C:11]3[NH:12][C:13]4[C:18]([N:19]=3)=[C:17]([NH2:20])[N:16]=[C:15]([F:21])[N:14]=4)=[CH:9][C:4]=2[O:3][CH2:2]1.[I:22]N1C(=O)CCC1=O. The catalyst is C(O)(=O)C.[Cl-].[Zn+2].[Cl-]. The product is [F:21][C:15]1[N:14]=[C:13]2[C:18]([N:19]=[C:11]([CH2:10][C:8]3[C:7]([I:22])=[CH:6][C:5]4[O:1][CH2:2][O:3][C:4]=4[CH:9]=3)[NH:12]2)=[C:17]([NH2:20])[N:16]=1. The yield is 0.660.